Dataset: Full USPTO retrosynthesis dataset with 1.9M reactions from patents (1976-2016). Task: Predict the reactants needed to synthesize the given product. (1) Given the product [F:49][C:46]([F:47])([F:48])[C:44]1[CH:43]=[C:5]([CH:4]=[C:3]([C:2]([F:1])([F:50])[F:51])[CH:45]=1)[CH2:6][N:7]([CH2:12][C:13]1[CH:18]=[C:17]([C:19]([F:20])([F:21])[F:22])[CH:16]=[CH:15][C:14]=1[C:23]1[CH:24]=[C:25]([C:32]2[CH:37]=[CH:36][C:35]([C:38]([OH:40])=[O:39])=[CH:34][C:33]=2[Cl:42])[C:26]([F:31])=[CH:27][C:28]=1[O:29][CH3:30])[C:8]([O:10][CH3:11])=[O:9], predict the reactants needed to synthesize it. The reactants are: [F:1][C:2]([F:51])([F:50])[C:3]1[CH:4]=[C:5]([CH:43]=[C:44]([C:46]([F:49])([F:48])[F:47])[CH:45]=1)[CH2:6][N:7]([CH2:12][C:13]1[CH:18]=[C:17]([C:19]([F:22])([F:21])[F:20])[CH:16]=[CH:15][C:14]=1[C:23]1[CH:24]=[C:25]([C:32]2[CH:37]=[CH:36][C:35]([C:38]([O:40]C)=[O:39])=[CH:34][C:33]=2[Cl:42])[C:26]([F:31])=[CH:27][C:28]=1[O:29][CH3:30])[C:8]([O:10][CH3:11])=[O:9].O.[OH-].[Li+].O.Cl. (2) Given the product [CH3:11][C:9]1[S:10][C:6]2[C:5]([C:17]3[CH:18]=[N:13][CH:14]=[N:15][CH:16]=3)=[CH:4][N:3]=[C:2]([NH:22][C:23]3[N:24]=[C:25]([CH3:28])[S:26][CH:27]=3)[C:7]=2[N:8]=1, predict the reactants needed to synthesize it. The reactants are: Cl[C:2]1[C:7]2[N:8]=[C:9]([CH3:11])[S:10][C:6]=2[C:5](I)=[CH:4][N:3]=1.[N:13]1[CH:18]=[C:17](B(O)O)[CH:16]=[N:15][CH:14]=1.[NH2:22][C:23]1[N:24]=[C:25]([CH3:28])[S:26][CH:27]=1.